From a dataset of Forward reaction prediction with 1.9M reactions from USPTO patents (1976-2016). Predict the product of the given reaction. (1) Given the reactants [Cl:1][C:2]1[CH:3]=[C:4]([C:8]#[C:9][C:10]2[NH:11][O:12][CH:13]3[NH:17][CH2:16][CH2:15][C:14]=23)[CH:5]=[CH:6][CH:7]=1.C(N(CC)CC)C.[F:25][C:26]1([F:35])[CH2:31][CH2:30][CH:29]([C:32](Cl)=[O:33])[CH2:28][CH2:27]1.O, predict the reaction product. The product is: [Cl:1][C:2]1[CH:3]=[C:4]([C:8]#[C:9][C:10]2[CH:14]3[CH2:15][CH2:16][N:17]([C:32]([CH:29]4[CH2:30][CH2:31][C:26]([F:35])([F:25])[CH2:27][CH2:28]4)=[O:33])[CH:13]3[O:12][N:11]=2)[CH:5]=[CH:6][CH:7]=1. (2) The product is: [CH2:1]([N:8]([CH2:9][CH2:10][CH2:11][CH2:12][CH2:13][CH2:14][C:15]([NH:33][OH:34])=[O:16])[C:18]([C:20]1[C:30]2=[C:31]3[C:26](=[CH:27][CH:28]=[CH:29]2)[CH2:25][CH2:24][CH2:23][N:22]3[CH:21]=1)=[O:19])[C:2]1[CH:3]=[CH:4][CH:5]=[CH:6][CH:7]=1. Given the reactants [CH2:1]([N:8]([C:18]([C:20]1[C:30]2=[C:31]3[C:26](=[CH:27][CH:28]=[CH:29]2)[CH2:25][CH2:24][CH2:23][N:22]3[CH:21]=1)=[O:19])[CH2:9][CH2:10][CH2:11][CH2:12][CH2:13][CH2:14][C:15](O)=[O:16])[C:2]1[CH:7]=[CH:6][CH:5]=[CH:4][CH:3]=1.Cl.[NH2:33][OH:34], predict the reaction product. (3) Given the reactants [H-].[Na+].C(OP([CH:11]([CH3:17])[C:12]([O:14][CH2:15][CH3:16])=[O:13])(OCC)=O)C.[Br:18][C:19]1[CH:20]=[CH:21][C:22]([N:27]2[CH2:31][CH2:30][CH:29]([CH3:32])[CH2:28]2)=[C:23]([CH:26]=1)[CH:24]=O.O, predict the reaction product. The product is: [Br:18][C:19]1[CH:20]=[CH:21][C:22]([N:27]2[CH2:31][CH2:30][CH:29]([CH3:32])[CH2:28]2)=[C:23](/[CH:24]=[C:11](\[CH3:17])/[C:12]([O:14][CH2:15][CH3:16])=[O:13])[CH:26]=1. (4) The product is: [C:25]([C:29]1[CH:30]=[C:31]([NH:40][C:41]([NH:43][C:44]2[C:53]3[C:48](=[CH:49][CH:50]=[CH:51][CH:52]=3)[C:47]([O:54][C:55]3[CH:60]=[CH:59][N:58]=[C:57]([NH:61][C:62]4[CH:67]=[CH:66][CH:65]=[C:64]([O:68][CH3:69])[CH:63]=4)[CH:56]=3)=[CH:46][CH:45]=2)=[O:42])[C:32]([O:38][CH3:39])=[C:33]([CH:37]=1)[C:34]([NH:81][CH:79]1[CH2:80][O:77][CH2:78]1)=[O:35])([CH3:28])([CH3:26])[CH3:27]. Given the reactants CN(C(ON1N=NC2C=CC=NC1=2)=[N+](C)C)C.F[P-](F)(F)(F)(F)F.[C:25]([C:29]1[CH:30]=[C:31]([NH:40][C:41]([NH:43][C:44]2[C:53]3[C:48](=[CH:49][CH:50]=[CH:51][CH:52]=3)[C:47]([O:54][C:55]3[CH:60]=[CH:59][N:58]=[C:57]([NH:61][C:62]4[CH:67]=[CH:66][CH:65]=[C:64]([O:68][CH3:69])[CH:63]=4)[CH:56]=3)=[CH:46][CH:45]=2)=[O:42])[C:32]([O:38][CH3:39])=[C:33]([CH:37]=1)[C:34](O)=[O:35])([CH3:28])([CH3:27])[CH3:26].CCN(CC)CC.[O:77]1[CH2:80][CH:79]([NH2:81])[CH2:78]1, predict the reaction product. (5) Given the reactants [O:1]1CCO[CH:2]1[C:6]1[CH:7]=[C:8]([CH2:12][CH2:13][CH2:14][CH2:15][C:16]2([CH2:63][CH2:64][CH2:65][CH2:66][C:67]3[CH:72]=[CH:71][CH:70]=[C:69]([CH:73]4OCC[O:74]4)[CH:68]=3)[C:28]3[CH:27]=[C:26]([N:29]([C:36]4[C:45]5[C:40](=[CH:41][CH:42]=[CH:43][CH:44]=5)[CH:39]=[CH:38][CH:37]=4)[C:30]4[CH:35]=[CH:34][CH:33]=[CH:32][CH:31]=4)[CH:25]=[CH:24][C:23]=3[C:22]3[C:17]2=[CH:18][C:19]([N:46]([C:53]2[C:62]4[C:57](=[CH:58][CH:59]=[CH:60][CH:61]=4)[CH:56]=[CH:55][CH:54]=2)[C:47]2[CH:52]=[CH:51][CH:50]=[CH:49][CH:48]=2)=[CH:20][CH:21]=3)[CH:9]=[CH:10][CH:11]=1.Cl, predict the reaction product. The product is: [C:36]1([N:29]([C:30]2[CH:35]=[CH:34][CH:33]=[CH:32][CH:31]=2)[C:26]2[CH:25]=[CH:24][C:23]3[C:22]4[C:17](=[CH:18][C:19]([N:46]([C:53]5[C:62]6[C:57](=[CH:58][CH:59]=[CH:60][CH:61]=6)[CH:56]=[CH:55][CH:54]=5)[C:47]5[CH:52]=[CH:51][CH:50]=[CH:49][CH:48]=5)=[CH:20][CH:21]=4)[C:16]([CH2:63][CH2:64][CH2:65][CH2:66][C:67]4[CH:68]=[C:69]([CH:70]=[CH:71][CH:72]=4)[CH:73]=[O:74])([CH2:15][CH2:14][CH2:13][CH2:12][C:8]4[CH:7]=[C:6]([CH:11]=[CH:10][CH:9]=4)[CH:2]=[O:1])[C:28]=3[CH:27]=2)[C:45]2[C:40](=[CH:41][CH:42]=[CH:43][CH:44]=2)[CH:39]=[CH:38][CH:37]=1. (6) Given the reactants C[O:2][C:3]1[CH:12]=[C:11]([CH3:13])[C:10]2[NH:9][C:8](=[O:14])[C:7]3[S:15][CH:16]=[CH:17][C:6]=3[C:5]=2[C:4]=1[C:18]1[CH:23]=[CH:22][C:21]([CH:24]([CH3:30])[CH2:25][S:26]([NH2:29])(=[O:28])=[O:27])=[CH:20][CH:19]=1.BrB(Br)Br, predict the reaction product. The product is: [OH:2][C:3]1[CH:12]=[C:11]([CH3:13])[C:10]2[NH:9][C:8](=[O:14])[C:7]3[S:15][CH:16]=[CH:17][C:6]=3[C:5]=2[C:4]=1[C:18]1[CH:19]=[CH:20][C:21]([CH:24]([CH3:30])[CH2:25][S:26]([NH2:29])(=[O:28])=[O:27])=[CH:22][CH:23]=1. (7) Given the reactants Cl[C:2]1[N:7]=[CH:6][C:5]([O:8][CH:9]2[CH2:14][CH2:13][N:12]([C:15]([O:17][C:18]([CH3:21])([CH3:20])[CH3:19])=[O:16])[CH2:11][CH2:10]2)=[CH:4][CH:3]=1.[NH:22]1[C:30]2[C:25](=[CH:26][C:27]([NH:31][C:32](=[O:36])[O:33][CH2:34][CH3:35])=[CH:28][CH:29]=2)[CH:24]=[CH:23]1, predict the reaction product. The product is: [C:18]([O:17][C:15]([N:12]1[CH2:13][CH2:14][CH:9]([O:8][C:5]2[CH:6]=[N:7][C:2]([N:22]3[C:30]4[C:25](=[CH:26][C:27]([NH:31][C:32]([O:33][CH2:34][CH3:35])=[O:36])=[CH:28][CH:29]=4)[CH:24]=[CH:23]3)=[CH:3][CH:4]=2)[CH2:10][CH2:11]1)=[O:16])([CH3:21])([CH3:20])[CH3:19].